From a dataset of Reaction yield outcomes from USPTO patents with 853,638 reactions. Predict the reaction yield, written as a fraction of the theoretical maximum amount of product (1.0 means a 100% yield; for example, 0.34 means a 34% yield). The reactants are Cl.Cl.[NH2:3][C:4]1([CH2:10][NH:11][C:12](=[O:20])[C:13]2[CH:18]=[CH:17][C:16]([Cl:19])=[CH:15][CH:14]=2)[CH2:9][CH2:8][NH:7][CH2:6][CH2:5]1.Cl[C:22]1[C:23]2[CH:30]=[CH:29][NH:28][C:24]=2[N:25]=[CH:26][N:27]=1.C(N(CC)CC)C. The catalyst is C(O)CCC. The product is [NH2:3][C:4]1([CH2:10][NH:11][C:12](=[O:20])[C:13]2[CH:14]=[CH:15][C:16]([Cl:19])=[CH:17][CH:18]=2)[CH2:9][CH2:8][N:7]([C:22]2[C:23]3[CH:30]=[CH:29][NH:28][C:24]=3[N:25]=[CH:26][N:27]=2)[CH2:6][CH2:5]1. The yield is 0.690.